This data is from Forward reaction prediction with 1.9M reactions from USPTO patents (1976-2016). The task is: Predict the product of the given reaction. (1) Given the reactants [C:1]([C:3]1[CH:8]=[CH:7][C:6]([C:9]#[C:10][C:11]2[CH:16]=[CH:15][C:14]([C:17]3([NH:21][C:22](=[O:28])[O:23][C:24]([CH3:27])([CH3:26])[CH3:25])[CH2:20][CH2:19][CH2:18]3)=[CH:13][CH:12]=2)=[C:5]([O:29]CC)[CH:4]=1)#[N:2].[I:32]Cl, predict the reaction product. The product is: [C:1]([C:3]1[CH:8]=[CH:7][C:6]2[C:9]([I:32])=[C:10]([C:11]3[CH:12]=[CH:13][C:14]([C:17]4([NH:21][C:22](=[O:28])[O:23][C:24]([CH3:27])([CH3:26])[CH3:25])[CH2:20][CH2:19][CH2:18]4)=[CH:15][CH:16]=3)[O:29][C:5]=2[CH:4]=1)#[N:2]. (2) The product is: [CH2:1]([O:3][CH2:4][CH2:5][O:6][CH2:10][C:11]([OH:13])=[O:12])[CH3:2]. Given the reactants [CH2:1]([O:3][CH2:4][CH2:5][OH:6])[CH3:2].[H-].[Na+].I[CH2:10][C:11]([OH:13])=[O:12], predict the reaction product. (3) Given the reactants [CH3:1][N:2]1[C:7](=[O:8])[C:6]2[C:9]([C:30]3[CH:35]=[CH:34][CH:33]=[CH:32][CH:31]=3)=[C:10]([C:12]3[CH:17]=[CH:16][C:15]([C:18]4([NH:22][C:23](=[O:29])[O:24][C:25]([CH3:28])([CH3:27])[CH3:26])[CH2:21][CH2:20][CH2:19]4)=[CH:14][CH:13]=3)[O:11][C:5]=2[N:4]=[C:3]1S(C)(=O)=O.[CH3:40][O:41][CH2:42][CH2:43][NH2:44], predict the reaction product. The product is: [CH3:40][O:41][CH2:42][CH2:43][NH:44][C:3]1[N:2]([CH3:1])[C:7](=[O:8])[C:6]2[C:9]([C:30]3[CH:35]=[CH:34][CH:33]=[CH:32][CH:31]=3)=[C:10]([C:12]3[CH:13]=[CH:14][C:15]([C:18]4([NH:22][C:23](=[O:29])[O:24][C:25]([CH3:28])([CH3:26])[CH3:27])[CH2:21][CH2:20][CH2:19]4)=[CH:16][CH:17]=3)[O:11][C:5]=2[N:4]=1.